The task is: Predict the reaction yield, written as a fraction of the theoretical maximum amount of product (1.0 means a 100% yield; for example, 0.34 means a 34% yield).. This data is from Reaction yield outcomes from USPTO patents with 853,638 reactions. (1) The reactants are [CH2:1]=[C:2]([C:4]1[CH:5]=[C:6]([NH2:10])[CH:7]=[N:8][CH:9]=1)[CH3:3]. The catalyst is C(O)C.[Pd]. The product is [CH:2]([C:4]1[CH:5]=[C:6]([NH2:10])[CH:7]=[N:8][CH:9]=1)([CH3:3])[CH3:1]. The yield is 1.34. (2) The reactants are [BH4-].[Na+].[CH3:3][O:4][C:5]([C:7]1([C:10]2[CH:11]=[C:12]3[C:17](=[CH:18][CH:19]=2)[O:16][CH2:15][CH2:14][C:13]3=O)[CH2:9][CH2:8]1)=[O:6]. The catalyst is FC(F)(F)C(O)=O. The product is [CH3:3][O:4][C:5]([C:7]1([C:10]2[CH:11]=[C:12]3[C:17](=[CH:18][CH:19]=2)[O:16][CH2:15][CH2:14][CH2:13]3)[CH2:8][CH2:9]1)=[O:6]. The yield is 0.920. (3) The reactants are [CH2:1]([NH:8][NH2:9])[C:2]1[CH:7]=[CH:6][CH:5]=[CH:4][CH:3]=1.[CH3:10][C:11]([CH3:18])([CH3:17])[C:12](=O)[CH2:13][C:14]#[N:15]. No catalyst specified. The product is [CH2:1]([N:8]1[C:14]([NH2:15])=[CH:13][C:12]([C:11]([CH3:18])([CH3:17])[CH3:10])=[N:9]1)[C:2]1[CH:7]=[CH:6][CH:5]=[CH:4][CH:3]=1. The yield is 0.360. (4) The reactants are [C:1]([C:4]1[CH:5]=[C:6]([CH:9]=[CH:10][CH:11]=1)[CH2:7]Br)(=[O:3])[CH3:2].[Na].[C:13]([O:19][CH2:20][CH3:21])(=[O:18])[CH2:14][C:15]([CH3:17])=[O:16]. The catalyst is O1CCCC1. The product is [C:1]([C:4]1[CH:5]=[C:6]([CH:9]=[CH:10][CH:11]=1)[CH2:7][CH:14]([C:15](=[O:16])[CH3:17])[C:13]([O:19][CH2:20][CH3:21])=[O:18])(=[O:3])[CH3:2]. The yield is 0.490. (5) No catalyst specified. The product is [F:41][C:19]1[CH:20]=[C:21]([NH:24][C:25]([C:27]2[C:28](=[O:40])[N:29]([C:33]3[CH:34]=[CH:35][C:36]([F:39])=[CH:37][CH:38]=3)[N:30]=[CH:31][CH:32]=2)=[O:26])[CH:22]=[CH:23][C:18]=1[N:17]([CH2:42][CH2:43][N:44]1[CH2:45][CH2:46][O:47][CH2:48][CH2:49]1)[C:16]1[CH:15]=[CH:14][N:13]=[C:12]2[NH:8][N:9]=[CH:10][C:11]=12. The reactants are COC1C=CC(C[N:8]2[C:12]3=[N:13][CH:14]=[CH:15][C:16]([N:17]([CH2:42][CH2:43][N:44]4[CH2:49][CH2:48][O:47][CH2:46][CH2:45]4)[C:18]4[CH:23]=[CH:22][C:21]([NH:24][C:25]([C:27]5[C:28](=[O:40])[N:29]([C:33]6[CH:38]=[CH:37][C:36]([F:39])=[CH:35][CH:34]=6)[N:30]=[CH:31][CH:32]=5)=[O:26])=[CH:20][C:19]=4[F:41])=[C:11]3[CH:10]=[N:9]2)=CC=1.C(O)(C(F)(F)F)=O. The yield is 0.950. (6) The reactants are [CH:1]([O:4][C:5]1[CH:12]=[CH:11][C:10]([C:13]2[S:14][CH:15]=[CH:16][N:17]=2)=[CH:9][C:6]=1[C:7]#[N:8])([CH3:3])[CH3:2].CN(C=O)C.C1C(=O)N([Br:30])C(=O)C1. The catalyst is O. The product is [Br:30][C:15]1[S:14][C:13]([C:10]2[CH:11]=[CH:12][C:5]([O:4][CH:1]([CH3:3])[CH3:2])=[C:6]([CH:9]=2)[C:7]#[N:8])=[N:17][CH:16]=1. The yield is 0.763.